From a dataset of Full USPTO retrosynthesis dataset with 1.9M reactions from patents (1976-2016). Predict the reactants needed to synthesize the given product. (1) Given the product [Cl:62][C:57]1[CH:58]=[CH:59][CH:60]=[CH:61][C:56]=1[CH2:55][C@@H:54]([NH:63][C:1]([CH2:4][CH2:5][CH2:6][C:7]1[CH:15]=[CH:14][CH:13]=[CH:12][C:8]=1[C:9]([OH:11])=[O:10])=[O:3])[C@H:53]([C:52]([O:51][CH2:49][CH3:50])=[O:65])[OH:64], predict the reactants needed to synthesize it. The reactants are: [C:1]([CH2:4][CH2:5][CH2:6][C:7]1[CH:15]=[CH:14][CH:13]=[CH:12][C:8]=1[C:9]([OH:11])=[O:10])([OH:3])=O.CCN(C(C)C)C(C)C.CN(C(ON1N=NC2C=CC=NC1=2)=[N+](C)C)C.F[P-](F)(F)(F)(F)F.[CH2:49]([O:51][C:52](=[O:65])[C@H:53]([OH:64])[C@H:54]([NH2:63])[CH2:55][C:56]1[CH:61]=[CH:60][CH:59]=[CH:58][C:57]=1[Cl:62])[CH3:50]. (2) Given the product [NH4+:1].[OH-:23].[CH3:24][O:23][C:20]1[CH:21]=[C:22]2[C:17](=[CH:18][CH:19]=1)[N:16]([CH3:25])[CH:15]=[C:14]2[C:12]1[N:11]([CH2:26][O:27][CH2:28][CH2:29][Si:30]([CH3:31])([CH3:33])[CH3:32])[C:8]2=[N:9][CH:10]=[C:5]([CH2:4][NH2:1])[N:6]=[C:7]2[CH:13]=1, predict the reactants needed to synthesize it. The reactants are: [N:1]([CH2:4][C:5]1[N:6]=[C:7]2[CH:13]=[C:12]([C:14]3[C:22]4[C:17](=[CH:18][CH:19]=[C:20]([O:23][CH3:24])[CH:21]=4)[N:16]([CH3:25])[CH:15]=3)[N:11]([CH2:26][O:27][CH2:28][CH2:29][Si:30]([CH3:33])([CH3:32])[CH3:31])[C:8]2=[N:9][CH:10]=1)=[N+]=[N-].C1(P(C2C=CC=CC=2)C2C=CC=CC=2)C=CC=CC=1.O. (3) Given the product [NH2:1][C:2]1[C:3]2[C:10]([C:11]3[CH:16]=[CH:15][C:14]([Cl:17])=[CH:13][CH:12]=3)=[CH:9][N:8]([C:18]3[CH:19]=[C:20](/[CH:21]=[C:34](/[C:33]([N:30]4[CH2:29][CH2:28][N:27]([CH3:26])[CH2:32][CH2:31]4)=[O:37])\[C:35]#[N:36])[CH:23]=[CH:24][CH:25]=3)[C:4]=2[N:5]=[CH:6][N:7]=1, predict the reactants needed to synthesize it. The reactants are: [NH2:1][C:2]1[C:3]2[C:10]([C:11]3[CH:16]=[CH:15][C:14]([Cl:17])=[CH:13][CH:12]=3)=[CH:9][N:8]([C:18]3[CH:19]=[C:20]([CH:23]=[CH:24][CH:25]=3)[CH:21]=O)[C:4]=2[N:5]=[CH:6][N:7]=1.[CH3:26][N:27]1[CH2:32][CH2:31][N:30]([C:33](=[O:37])[CH2:34][C:35]#[N:36])[CH2:29][CH2:28]1.N12CCCN=C1CCCCC2. (4) Given the product [Si:30]([O:29][C@@H:28]1[C@@H:27]([CH2:18][O:19][Si:20]([C:23]([CH3:25])([CH3:26])[CH3:24])([CH3:22])[CH3:21])[O:37][C@@H:16]([N:15]2[C:38]3[N:39]=[CH:40][N:41]=[C:11]([O:10][CH3:42])[C:12]=3[N:13]=[CH:14]2)[CH2:17]1)([C:33]([CH3:36])([CH3:35])[CH3:34])([CH3:31])[CH3:32], predict the reactants needed to synthesize it. The reactants are: N1([O:10][C:11]2[C:12]3[N:13]=[CH:14][N:15]([C:38]=3[N:39]=[CH:40][N:41]=2)[C@@H:16]2[O:37][C@H:27]([CH2:28][O:29][Si:30]([C:33]([CH3:36])([CH3:35])[CH3:34])([CH3:32])[CH3:31])[C@@H:18]([O:19][Si:20]([C:23]([CH3:26])([CH3:25])[CH3:24])([CH3:22])[CH3:21])[CH2:17]2)C2C=CC=CC=2N=N1.[C:42]([O-])([O-])=O.[Cs+].[Cs+]. (5) Given the product [Cl:1][C:2]1[CH:7]=[C:6]([Cl:8])[CH:5]=[CH:4][C:3]=1[N:9]([CH3:29])[C:10]([C:12]1[S:21][C:20]2[C:19]3[CH:22]=[C:23]([C:26]([N:34]4[CH2:35][CH2:36][N:31]([CH3:30])[CH2:32][CH2:33]4)=[O:27])[CH:24]=[CH:25][C:18]=3[O:17][CH2:16][CH2:15][C:14]=2[CH:13]=1)=[O:11], predict the reactants needed to synthesize it. The reactants are: [Cl:1][C:2]1[CH:7]=[C:6]([Cl:8])[CH:5]=[CH:4][C:3]=1[N:9]([CH3:29])[C:10]([C:12]1[S:21][C:20]2[C:19]3[CH:22]=[C:23]([C:26](O)=[O:27])[CH:24]=[CH:25][C:18]=3[O:17][CH2:16][CH2:15][C:14]=2[CH:13]=1)=[O:11].[CH3:30][N:31]1[CH2:36][CH2:35][NH:34][CH2:33][CH2:32]1.